Task: Binary Classification. Given a drug SMILES string, predict its activity (active/inactive) in a high-throughput screening assay against a specified biological target.. Dataset: Kir2.1 potassium channel HTS with 301,493 compounds The molecule is O=C(Nc1c(C(=O)NCc2cccnc2)cccc1)C(C)(C)C. The result is 0 (inactive).